From a dataset of Forward reaction prediction with 1.9M reactions from USPTO patents (1976-2016). Predict the product of the given reaction. Given the reactants [F:1][C:2]1[CH:3]=[C:4]([CH:9]2[S:14][CH2:13][CH2:12][CH2:11][S:10]2)[CH:5]=[C:6]([F:8])[CH:7]=1.[Li]CCCC.[F:20][CH:21]([F:32])[O:22][C:23]1[CH:30]=[CH:29][C:26]([CH:27]=[O:28])=[CH:25][C:24]=1[CH3:31], predict the reaction product. The product is: [F:20][CH:21]([F:32])[O:22][C:23]1[CH:30]=[CH:29][C:26]([CH:27]([C:9]2([C:4]3[CH:5]=[C:6]([F:8])[CH:7]=[C:2]([F:1])[CH:3]=3)[S:10][CH2:11][CH2:12][CH2:13][S:14]2)[OH:28])=[CH:25][C:24]=1[CH3:31].